Dataset: Full USPTO retrosynthesis dataset with 1.9M reactions from patents (1976-2016). Task: Predict the reactants needed to synthesize the given product. (1) Given the product [C:1]1([C:7]2[O:8][C:9]([C:27]([F:28])([F:29])[F:30])=[C:10]([C:12]([NH:14][C:15]3[CH:20]=[CH:19][C:18]([N:21]4[CH2:26][CH2:25][N:24]([C:32]([O:34][CH2:35][CH2:36][C:37]#[CH:38])=[O:33])[CH2:23][CH2:22]4)=[N:17][CH:16]=3)=[O:13])[N:11]=2)[CH:2]=[CH:3][CH:4]=[CH:5][CH:6]=1, predict the reactants needed to synthesize it. The reactants are: [C:1]1([C:7]2[O:8][C:9]([C:27]([F:30])([F:29])[F:28])=[C:10]([C:12]([NH:14][C:15]3[CH:16]=[N:17][C:18]([N:21]4[CH2:26][CH2:25][NH:24][CH2:23][CH2:22]4)=[CH:19][CH:20]=3)=[O:13])[N:11]=2)[CH:6]=[CH:5][CH:4]=[CH:3][CH:2]=1.Cl[C:32]([O:34][CH2:35][CH2:36][C:37]#[CH:38])=[O:33]. (2) Given the product [CH3:18][N:16]([CH3:17])[C:11]1[N:10]=[C:9]([N:8]2[C@@H:1]3[C@@H:6]([CH2:5][CH2:4][N:3]([C:41]([C:40]4[CH:44]=[C:36]([F:35])[CH:37]=[CH:38][C:39]=4[N:45]4[N:49]=[CH:48][CH:47]=[N:46]4)=[O:42])[CH2:2]3)[CH2:7]2)[CH:14]=[C:13]([CH3:15])[N:12]=1, predict the reactants needed to synthesize it. The reactants are: [C@@H:1]12[N:8]([C:9]3[CH:14]=[C:13]([CH3:15])[N:12]=[C:11]([N:16]([CH3:18])[CH3:17])[N:10]=3)[CH2:7][C@@H:6]1[CH2:5][CH2:4][NH:3][CH2:2]2.CC1C=C(C)N=C(N2[C@@H]3[C@@H](CCNC3)C2)N=1.[F:35][C:36]1[CH:37]=[CH:38][C:39]([N:45]2[N:49]=[CH:48][CH:47]=[N:46]2)=[C:40]([CH:44]=1)[C:41](O)=[O:42].S1C=CC=C1C1C=CC=CC=1C(O)=O. (3) Given the product [C:1]([C:5]1[CH:12]=[CH:11][C:8]([CH:9]=[O:33])=[C:7]([Cl:13])[N:6]=1)([CH3:4])([CH3:3])[CH3:2], predict the reactants needed to synthesize it. The reactants are: [C:1]([C:5]1[CH:12]=[CH:11][C:8]([C:9]#N)=[C:7]([Cl:13])[N:6]=1)([CH3:4])([CH3:3])[CH3:2].[H-].C([Al+]CC(C)C)C(C)C.C1(C)C=CC=CC=1.C([O:33]CC)C. (4) Given the product [CH3:5][N:4]([CH3:3])[CH2:7][CH2:8][NH:9][C:10]1[CH:11]=[C:12]([NH:16][C:17]2[N:22]=[C:21]([CH2:23][C:24]([NH:26][CH:27]3[CH2:32][CH:31]4[C:33]([CH3:34])([CH3:35])[C:28]3([CH3:36])[CH2:29][CH2:30]4)=[O:25])[CH:20]=[CH:19][N:18]=2)[CH:13]=[CH:14][CH:15]=1, predict the reactants needed to synthesize it. The reactants are: O1C[CH2:5][N:4]([CH2:7][CH2:8][NH:9][C:10]2[CH:11]=[C:12]([NH:16][C:17]3[N:22]=[C:21]([CH2:23][C:24]([NH:26][CH:27]4[CH2:32][CH:31]5[C:33]([CH3:35])([CH3:34])[C:28]4([CH3:36])[CH2:29][CH2:30]5)=[O:25])[CH:20]=[CH:19][N:18]=3)[CH:13]=[CH:14][CH:15]=2)[CH2:3]C1.O1CCN(C2C=CC(NN3C(CC(NC4CC5C(C)(C)C4(C)CC5)=O)=CC=NC3)=CC=2)CC1.N1(CCNC2C=CC(NC3N=C(CC(NC4CC5C(C)(C)C4(C)CC5)=O)C=CN=3)=CC=2)CCCC1.N1(CCOC2C=CC(NC3N=C(CC(NC4CC5C(C)(C)C4(C)CC5)=O)C=CN=3)=CC=2)CCCCC1.C(N(CC)CCNC1C=CC(NC2N=C(CC(NC3CC4C(C)(C)C3(C)CC4)=O)C=CN=2)=CC=1)C.C(N(CC)CCNC1C=C(NC2N=C(CC(NC3CC4C(C)(C)C3(C)CC4)=O)C=CN=2)C=CC=1)C.C(N(CC)CCNC1C=C(NC2N=C(CC(NC(CC(C)C)C)=O)C=CN=2)C=CC=1)C.C1(NC2C=C(NN3C(CC(NC4CC5C(C)(C)C4(C)CC5)=O)=CC=NC3)C=CC=2)C=CC=CC=1.O1CCN(CCCNC2C=C(NC3N=C(CC(NC4CC5C(C)(C)C4(C)CC5)=O)C=CN=3)C=CC=2)CC1.COC1C=CC(NC2N=C(CC(NC3CC4C(C)(C)C3(C)CC4)=O)C=CN=2)=CC=1OCCN1CCOCC1.CN(C)C1C=C(NC2(CC(NC3CC4C(C)(C)C3(C)CC4)=O)C=CN=CN2)C=CC=1.C(N(CC)CCOC1C=C(NC2N=C(CC(NC3CC4C(C)(C)C3(C)CC4)=O)C=CN=2)C=CC=1OC)C.COC1C=CC(NC2N=C(CC(NC3CC4C(C)(C)C3(C)CC4)=O)C=CN=2)=CC=1OCCN1CCCC1.COC1C=CC(NC2N=C(CC(NC3CC4C(C)(C)C3(C)CC4)=O)C=CN=2)=CC=1NCCN1CCOCC1.C(CNC1C=C(NC2N=C(CC(NC3CC4C(C)(C)C3(C)CC4)=O)C=CN=2)C=CC=1)#N.